Dataset: Forward reaction prediction with 1.9M reactions from USPTO patents (1976-2016). Task: Predict the product of the given reaction. Given the reactants Cl[C:2]1[CH:7]=[CH:6][CH:5]=[C:4]([Cl:8])[N:3]=1.Cl.[NH:10]1[CH2:13][CH2:12][CH2:11]1.C([O-])([O-])=O.[K+].[K+].O, predict the reaction product. The product is: [N:10]1([C:2]2[CH:7]=[CH:6][CH:5]=[C:4]([Cl:8])[N:3]=2)[CH2:13][CH2:12][CH2:11]1.